Dataset: TCR-epitope binding with 47,182 pairs between 192 epitopes and 23,139 TCRs. Task: Binary Classification. Given a T-cell receptor sequence (or CDR3 region) and an epitope sequence, predict whether binding occurs between them. (1) The epitope is FPRPWLHGL. The TCR CDR3 sequence is CASSLFQGSGTEAFF. Result: 0 (the TCR does not bind to the epitope). (2) The epitope is WICLLQFAY. The TCR CDR3 sequence is CASSPGGEWYNEQFF. Result: 1 (the TCR binds to the epitope).